This data is from Forward reaction prediction with 1.9M reactions from USPTO patents (1976-2016). The task is: Predict the product of the given reaction. Given the reactants [O:1]=O.[Cl:3][C:4]1[CH:5]=[CH:6][C:7]2[N:8]([CH3:25])[C:9](=[O:24])[C:10]3[CH:20]=[C:19]([CH2:21][CH:22]=C)[CH:18]=[N:17][C:11]=3[N:12]([CH2:15][CH3:16])[C:13]=2[N:14]=1.[BH4-].[Na+].[NH4+].[Cl-], predict the reaction product. The product is: [Cl:3][C:4]1[CH:5]=[CH:6][C:7]2[N:8]([CH3:25])[C:9](=[O:24])[C:10]3[CH:20]=[C:19]([CH2:21][CH2:22][OH:1])[CH:18]=[N:17][C:11]=3[N:12]([CH2:15][CH3:16])[C:13]=2[N:14]=1.